Dataset: Forward reaction prediction with 1.9M reactions from USPTO patents (1976-2016). Task: Predict the product of the given reaction. (1) Given the reactants [CH:1]1[CH:2]=[CH:3][C:4]2[NH:11][C:9](=[O:10])[CH:8]=[C:7]([CH2:12][CH:13]([NH:17][C:18]([C:20]3[CH:21]=[CH:22][C:23]([Cl:26])=[CH:24][CH:25]=3)=[O:19])[C:14]([OH:16])=[O:15])[C:5]=2[CH:6]=1.[CH3:27][N:28]([CH3:33])[CH2:29][CH:30](O)[CH3:31], predict the reaction product. The product is: [Cl:26][C:23]1[CH:24]=[CH:25][C:20]([C:18]([NH:17][CH:13]([CH2:12][C:7]2[C:5]3[C:4](=[CH:3][CH:2]=[CH:1][CH:6]=3)[NH:11][C:9](=[O:10])[CH:8]=2)[C:14]([O:16][CH:30]([CH3:31])[CH2:29][N:28]([CH3:33])[CH3:27])=[O:15])=[O:19])=[CH:21][CH:22]=1. (2) The product is: [CH3:13][O:12][C:3]1[C:2]([CH:21]=[O:22])=[C:7]([C:8]([F:11])([F:10])[F:9])[N:6]=[CH:5][N:4]=1. Given the reactants Br[C:2]1[C:3]([O:12][CH3:13])=[N:4][CH:5]=[N:6][C:7]=1[C:8]([F:11])([F:10])[F:9].C([Li])CCC.CN(C)[CH:21]=[O:22], predict the reaction product. (3) Given the reactants [C:1]12([C:11]3[CH:12]=[C:13]([B:19]([OH:21])[OH:20])[CH:14]=[CH:15][C:16]=3[O:17][CH3:18])[CH2:10][CH:5]3[CH2:6][CH:7]([CH2:9][CH:3]([CH2:4]3)[CH2:2]1)[CH2:8]2.[CH3:22][C:23](O)([C:25]([CH3:28])(O)[CH3:26])[CH3:24].C1(C)C=CC=CC=1, predict the reaction product. The product is: [C:1]12([C:11]3[CH:12]=[C:13]([B:19]4[O:21][C:25]([CH3:28])([CH3:26])[C:23]([CH3:24])([CH3:22])[O:20]4)[CH:14]=[CH:15][C:16]=3[O:17][CH3:18])[CH2:8][CH:7]3[CH2:9][CH:3]([CH2:4][CH:5]([CH2:6]3)[CH2:10]1)[CH2:2]2. (4) Given the reactants [C:1]([O:5][C:6]([N:8]1[CH2:13][CH2:12][CH:11]([NH:14][CH2:15][C:16]([O:18][CH2:19][CH3:20])=[O:17])[CH2:10][CH2:9]1)=[O:7])([CH3:4])([CH3:3])[CH3:2].[CH2:21]=O.[CH:23]([S:25]([C:28]1[CH:33]=[CH:32][CH:31]=[CH:30][C:29]=1[C:34]([F:37])([F:36])[F:35])(=[O:27])=[O:26])=[CH2:24], predict the reaction product. The product is: [C:1]([O:5][C:6]([N:8]1[CH2:9][CH2:10][CH:11]([N:14]2[CH2:21][CH:23]([S:25]([C:28]3[CH:33]=[CH:32][CH:31]=[CH:30][C:29]=3[C:34]([F:35])([F:37])[F:36])(=[O:26])=[O:27])[CH2:24][CH:15]2[C:16]([O:18][CH2:19][CH3:20])=[O:17])[CH2:12][CH2:13]1)=[O:7])([CH3:4])([CH3:3])[CH3:2]. (5) Given the reactants [CH2:1]([N:8]1[CH:16]=[C:15]2[C:10]([CH:11]=[C:12]([C:17]3[CH:18]=[C:19]([CH:27]4[CH2:31][CH2:30][NH:29][CH2:28]4)[N:20]4[C:25]=3[C:24]([NH2:26])=[N:23][CH:22]=[N:21]4)[CH:13]=[CH:14]2)=[N:9]1)[C:2]1[CH:7]=[CH:6][CH:5]=[CH:4][CH:3]=1.[C:32](OC(=O)C)(=[O:34])[CH3:33], predict the reaction product. The product is: [C:32]([N:29]1[CH2:30][CH2:31][CH:27]([C:19]2[N:20]3[C:25]([C:24]([NH2:26])=[N:23][CH:22]=[N:21]3)=[C:17]([C:12]3[CH:13]=[CH:14][C:15]4[C:10]([CH:11]=3)=[N:9][N:8]([CH2:1][C:2]3[CH:3]=[CH:4][CH:5]=[CH:6][CH:7]=3)[CH:16]=4)[CH:18]=2)[CH2:28]1)(=[O:34])[CH3:33]. (6) Given the reactants [N:1]1[CH:6]=[CH:5][C:4]([CH2:7][OH:8])=[CH:3][CH:2]=1.[C:9]1([N:15]=[C:16]=[O:17])[CH:14]=[CH:13][CH:12]=[CH:11][CH:10]=1, predict the reaction product. The product is: [C:9]1([NH:15][C:16](=[O:17])[O:8][CH2:7][C:4]2[CH:5]=[CH:6][N:1]=[CH:2][CH:3]=2)[CH:14]=[CH:13][CH:12]=[CH:11][CH:10]=1. (7) Given the reactants [Br:1][C:2]1[CH:3]=[C:4]([CH3:9])[C:5](Cl)=[N:6][CH:7]=1.[NH:10]1[CH2:15][CH2:14][CH:13]([C:16]([O:18][CH3:19])=[O:17])[CH2:12][CH2:11]1.CCN(C(C)C)C(C)C, predict the reaction product. The product is: [Br:1][C:2]1[CH:3]=[C:4]([CH3:9])[C:5]([N:10]2[CH2:15][CH2:14][CH:13]([C:16]([O:18][CH3:19])=[O:17])[CH2:12][CH2:11]2)=[N:6][CH:7]=1.